Predict which catalyst facilitates the given reaction. From a dataset of Catalyst prediction with 721,799 reactions and 888 catalyst types from USPTO. Reactant: F[C:2]1[CH:9]=[CH:8][C:5]([CH:6]=[O:7])=[CH:4][C:3]=1[O:10][CH3:11].[CH3:12][C:13]1[N:14]=[CH:15][NH:16][CH:17]=1.C(=O)([O-])[O-].[K+].[K+]. Product: [CH3:11][O:10][C:3]1[CH:4]=[C:5]([CH:8]=[CH:9][C:2]=1[N:14]1[C:13]([CH3:12])=[CH:17][N:16]=[CH:15]1)[CH:6]=[O:7]. The catalyst class is: 3.